Task: Predict the product of the given reaction.. Dataset: Forward reaction prediction with 1.9M reactions from USPTO patents (1976-2016) (1) Given the reactants [O:1]=[C:2]1[NH:7][CH:6]=[C:5]([CH2:8][C:9]2[CH:10]=[C:11]([CH:17]=[CH:18][CH:19]=2)[C:12]([O:14]CC)=[O:13])[N:4]2[CH:20]=[C:21]([C:23]3[CH:28]=[CH:27][N:26]=[CH:25][CH:24]=3)[CH:22]=[C:3]12.[OH-].[Na+].Cl, predict the reaction product. The product is: [O:1]=[C:2]1[NH:7][CH:6]=[C:5]([CH2:8][C:9]2[CH:10]=[C:11]([CH:17]=[CH:18][CH:19]=2)[C:12]([OH:14])=[O:13])[N:4]2[CH:20]=[C:21]([C:23]3[CH:24]=[CH:25][N:26]=[CH:27][CH:28]=3)[CH:22]=[C:3]12. (2) Given the reactants [OH:1][CH2:2][C:3]([CH3:7])([CH3:6])[C:4]#[N:5].[C:8]1([CH3:18])[CH:13]=[CH:12][C:11]([S:14](Cl)(=[O:16])=[O:15])=[CH:10][CH:9]=1, predict the reaction product. The product is: [CH3:18][C:8]1[CH:13]=[CH:12][C:11]([S:14]([O:1][CH2:2][C:3]([C:4]#[N:5])([CH3:7])[CH3:6])(=[O:16])=[O:15])=[CH:10][CH:9]=1.